From a dataset of Reaction yield outcomes from USPTO patents with 853,638 reactions. Predict the reaction yield, written as a fraction of the theoretical maximum amount of product (1.0 means a 100% yield; for example, 0.34 means a 34% yield). (1) The reactants are [O:1]1[C:5]2[CH:6]=[CH:7][CH:8]=[CH:9][C:4]=2[C:3]([N:10]2[CH2:15][CH2:14][N:13]([CH2:16][CH2:17][C:18]([C:20]3[CH:21]=[C:22]4[C:26](=[CH:27][CH:28]=3)[C:25]([CH3:30])([CH3:29])[C:24](=[O:31])[C:23]4([CH3:33])[CH3:32])=[O:19])[CH2:12][CH2:11]2)=[N:2]1.[BH4-].[Na+]. The catalyst is CC(O)C.CO. The product is [O:1]1[C:5]2[CH:6]=[CH:7][CH:8]=[CH:9][C:4]=2[C:3]([N:10]2[CH2:15][CH2:14][N:13]([CH2:16][CH2:17][CH:18]([C:20]3[CH:21]=[C:22]4[C:26](=[CH:27][CH:28]=3)[C:25]([CH3:29])([CH3:30])[C:24](=[O:31])[C:23]4([CH3:33])[CH3:32])[OH:19])[CH2:12][CH2:11]2)=[N:2]1. The yield is 0.750. (2) The reactants are C(N(CC)CC)C.C1C=CC(N([S:15]([C:18]([F:21])([F:20])[F:19])(=[O:17])=[O:16])[S:15]([C:18]([F:21])([F:20])[F:19])(=[O:17])=[O:16])=CC=1.[F:29][C:30]1[CH:35]=[CH:34][C:33]([C:36]2[O:37][C:38]3[CH:48]=[C:47]([N+:49]([O-:51])=[O:50])[C:46]([OH:52])=[CH:45][C:39]=3[C:40]=2[C:41]([NH:43][CH3:44])=[O:42])=[CH:32][CH:31]=1. The catalyst is C(Cl)Cl.CCOC(C)=O. The product is [F:19][C:18]([F:21])([F:20])[S:15]([O:52][C:46]1[C:47]([N+:49]([O-:51])=[O:50])=[CH:48][C:38]2[O:37][C:36]([C:33]3[CH:32]=[CH:31][C:30]([F:29])=[CH:35][CH:34]=3)=[C:40]([C:41](=[O:42])[NH:43][CH3:44])[C:39]=2[CH:45]=1)(=[O:17])=[O:16]. The yield is 0.670. (3) The reactants are [CH3:1][N:2]1[CH2:7][CH2:6][NH:5][CH2:4][CH2:3]1.[CH3:8][O:9][C:10](=[O:18])[C:11]1[CH:16]=[CH:15][C:14](F)=[CH:13][CH:12]=1. The catalyst is O. The product is [CH3:8][O:9][C:10](=[O:18])[C:11]1[CH:16]=[CH:15][C:14]([N:5]2[CH2:6][CH2:7][N:2]([CH3:1])[CH2:3][CH2:4]2)=[CH:13][CH:12]=1. The yield is 0.164. (4) The reactants are CO[C:3]([C:5]1[CH:10]=[CH:9][N:8]=[C:7]([C:11]([OH:13])=[O:12])[CH:6]=1)=[O:4].[CH2:14]([NH2:17])[CH2:15][NH2:16]. The catalyst is C(O)C. The product is [NH2:16][CH2:15][CH2:14][NH:17][C:3]([C:5]1[CH:10]=[CH:9][N:8]=[C:7]([C:11]([OH:13])=[O:12])[CH:6]=1)=[O:4]. The yield is 0.430. (5) The reactants are [N+:1]([C:4]1[CH:9]=[CH:8][N+:7]([O-])=[CH:6][C:5]=1[O:11][C:12]1[CH:17]=[CH:16][CH:15]=[C:14]([Cl:18])[CH:13]=1)([O-])=O.O.[OH-].[Na+]. The catalyst is C(O)(=O)C.[Fe]. The product is [NH2:1][C:4]1[CH:9]=[CH:8][N:7]=[CH:6][C:5]=1[O:11][C:12]1[CH:17]=[CH:16][CH:15]=[C:14]([Cl:18])[CH:13]=1. The yield is 0.900. (6) The catalyst is CS(C)=O.CO. The reactants are Cl[C:2]1[C:7]([N+:8]([O-:10])=[O:9])=[C:6]([CH3:11])[CH:5]=[C:4]([CH3:12])[N:3]=1.[NH2:13][C:14]1[CH:19]=[CH:18][C:17]([CH2:20][CH2:21][C:22]([O:24]C)=[O:23])=[CH:16][CH:15]=1.C(N(CC)C(C)C)(C)C.[OH-].[Na+].Cl. The yield is 0.770. The product is [CH3:11][C:6]1[CH:5]=[C:4]([CH3:12])[N:3]=[C:2]([NH:13][C:14]2[CH:15]=[CH:16][C:17]([CH2:20][CH2:21][C:22]([OH:24])=[O:23])=[CH:18][CH:19]=2)[C:7]=1[N+:8]([O-:10])=[O:9]. (7) The reactants are [CH3:1][C:2]1[CH:3]=[C:4]([CH:9]=[CH:10][C:11]=1[S:12]([CH3:15])(=[O:14])=[O:13])[C:5]([O:7]C)=[O:6].[OH-].[Na+]. The catalyst is O1CCOCC1. The product is [CH3:1][C:2]1[CH:3]=[C:4]([CH:9]=[CH:10][C:11]=1[S:12]([CH3:15])(=[O:14])=[O:13])[C:5]([OH:7])=[O:6]. The yield is 0.970.